The task is: Predict the reactants needed to synthesize the given product.. This data is from Full USPTO retrosynthesis dataset with 1.9M reactions from patents (1976-2016). Given the product [NH:2]([S:3]([C:6]([F:9])([F:7])[F:8])(=[O:5])=[O:4])[S:10]([C:13]([F:16])([F:15])[F:14])(=[O:12])=[O:11].[NH:2]([S:3]([C:6]([F:9])([F:7])[F:8])(=[O:5])=[O:4])[S:10]([C:13]([F:16])([F:15])[F:14])(=[O:12])=[O:11].[W:1], predict the reactants needed to synthesize it. The reactants are: [W:1].[NH:2]([S:10]([C:13]([F:16])([F:15])[F:14])(=[O:12])=[O:11])[S:3]([C:6]([F:9])([F:8])[F:7])(=[O:5])=[O:4].